This data is from Catalyst prediction with 721,799 reactions and 888 catalyst types from USPTO. The task is: Predict which catalyst facilitates the given reaction. (1) Reactant: [Cl:1][C:2]1[CH:3]=[C:4]([CH2:9][CH2:10][CH2:11][C:12]2[CH:18]=[CH:17][C:15]([NH2:16])=[CH:14][CH:13]=2)[CH:5]=[CH:6][C:7]=1[Cl:8].F[C:20]1[CH:28]=[CH:27][CH:26]=[CH:25][C:21]=1[C:22]([OH:24])=[O:23].[NH2-].[Li+]. Product: [Cl:1][C:2]1[CH:3]=[C:4]([CH2:9][CH2:10][CH2:11][C:12]2[CH:13]=[CH:14][C:15]([NH:16][C:20]3[CH:28]=[CH:27][CH:26]=[CH:25][C:21]=3[C:22]([OH:24])=[O:23])=[CH:17][CH:18]=2)[CH:5]=[CH:6][C:7]=1[Cl:8]. The catalyst class is: 1. (2) Reactant: [Cl:1][C:2]1[C:6](=[O:7])[N:5]([C:8]2[CH:13]=[CH:12][C:11]([Cl:14])=[C:10]([Cl:15])[CH:9]=2)[C:4](=[O:16])[C:3]=1[C:17]1[CH:22]=[CH:21][C:20]([NH:23]C(=O)OC(C)(C)C)=[CH:19][CH:18]=1.FC(F)(F)C(O)=O. Product: [NH2:23][C:20]1[CH:21]=[CH:22][C:17]([C:3]2[C:4](=[O:16])[N:5]([C:8]3[CH:13]=[CH:12][C:11]([Cl:14])=[C:10]([Cl:15])[CH:9]=3)[C:6](=[O:7])[C:2]=2[Cl:1])=[CH:18][CH:19]=1. The catalyst class is: 2. (3) Reactant: [F:1][C:2]1[C:36]([C:37]([F:40])([F:39])[F:38])=[N:35][CH:34]=[CH:33][C:3]=1[C:4]([N:6]1[CH2:11][CH2:10][CH:9]([N:12]2[CH2:15][C:14]([CH2:30][C:31]#[N:32])([N:16]3[CH:20]=[C:19](B4OC(C)(C)C(C)(C)O4)[CH:18]=[N:17]3)[CH2:13]2)[CH2:8][CH2:7]1)=[O:5].Cl[C:42]1[C:43]2[CH:50]=[CH:49][NH:48][C:44]=2[N:45]=[CH:46][N:47]=1.C(=O)(O)[O-].[Na+].O. Product: [N:45]1[C:44]2[NH:48][CH:49]=[CH:50][C:43]=2[C:42]([C:19]2[CH:18]=[N:17][N:16]([C:14]3([CH2:30][C:31]#[N:32])[CH2:13][N:12]([CH:9]4[CH2:8][CH2:7][N:6]([C:4](=[O:5])[C:3]5[CH:33]=[CH:34][N:35]=[C:36]([C:37]([F:40])([F:38])[F:39])[C:2]=5[F:1])[CH2:11][CH2:10]4)[CH2:15]3)[CH:20]=2)=[N:47][CH:46]=1. The catalyst class is: 203. (4) Reactant: [Cl:1][C:2]1[S:6][C:5]([CH2:7][N:8]2[C:12]3=[N:13][CH:14]=[CH:15][CH:16]=[C:11]3[C:10]([C:17]#[N:18])=[N:9]2)=[CH:4][CH:3]=1.C([Sn](=O)CCCC)CCC.C[Si]([N:33]=[N+:34]=[N-:35])(C)C.C(O)C. Product: [Cl:1][C:2]1[S:6][C:5]([CH2:7][N:8]2[C:12]3=[N:13][CH:14]=[CH:15][CH:16]=[C:11]3[C:10]([C:17]3[NH:35][N:34]=[N:33][N:18]=3)=[N:9]2)=[CH:4][CH:3]=1. The catalyst class is: 133. (5) Product: [F:9][C:8]([F:11])([F:10])[C:6]1[N:5]=[C:4]([C:12]([OH:14])=[O:13])[CH:3]=[C:2]([CH:15]=[CH2:16])[CH:7]=1. Reactant: Br[C:2]1[CH:7]=[C:6]([C:8]([F:11])([F:10])[F:9])[N:5]=[C:4]([C:12]([OH:14])=[O:13])[CH:3]=1.[CH2:15](N(CC)CC)[CH3:16].O.[OH-].[Na+]. The catalyst class is: 109. (6) Reactant: C([C:5]1[CH:6]=[C:7](C2OC=C(CCO)N=2)[CH:8]=[C:9](C(C)(C)C)[C:10]=1[OH:11])(C)(C)C.C(NCC[C:31]1[CH:36]=[CH:35][C:34](O)=[CH:33][CH:32]=1)(=O)CC.C1(P(C2C=CC=CC=2)C2C=CC=CC=2)C=CC=CC=1.CCOC(/N=N/C(OCC)=O)=O. Product: [C:31]1([O:11][C:10]2[CH:5]=[CH:6][CH:7]=[CH:8][CH:9]=2)[CH:36]=[CH:35][CH:34]=[CH:33][CH:32]=1. The catalyst class is: 7. (7) Reactant: [F:1][C:2]([F:21])([C:14]1[CH:19]=[CH:18][C:17]([F:20])=[CH:16][N:15]=1)[C:3]1[N:12]=[C:11](O)[C:10]2[C:5](=[CH:6][CH:7]=[CH:8][CH:9]=2)[N:4]=1.P(Cl)(Cl)(Cl)=O.[CH3:27][C:28]1[NH:32][N:31]=[C:30]([NH2:33])[CH:29]=1.CCN(C(C)C)C(C)C.[I-].[K+]. Product: [F:1][C:2]([F:21])([C:14]1[CH:19]=[CH:18][C:17]([F:20])=[CH:16][N:15]=1)[C:3]1[N:12]=[C:11]([NH:33][C:30]2[CH:29]=[C:28]([CH3:27])[NH:32][N:31]=2)[C:10]2[C:5](=[CH:6][CH:7]=[CH:8][CH:9]=2)[N:4]=1. The catalyst class is: 640. (8) Reactant: [Cl:1][C:2]1[CH:7]=[CH:6][CH:5]=[CH:4][C:3]=1[C:8]1[C:16]2[C:11](=[CH:12][C:13]([C:17]([OH:19])=O)=[CH:14][CH:15]=2)[N:10]([C:20]2[CH:25]=[CH:24][C:23]([CH3:26])=[CH:22][CH:21]=2)[CH:9]=1.[O-:27][N+:28]1[C:33]([C:34]([F:37])([F:36])[F:35])=[CH:32][CH:31]=[C:30]([C@H:38]([NH2:40])[CH3:39])[CH:29]=1.CN(C)CCCN=C=NCC.ON1C2N=CC=CC=2N=N1.CN1CCOCC1. Product: [Cl:1][C:2]1[CH:7]=[CH:6][CH:5]=[CH:4][C:3]=1[C:8]1[C:16]2[C:11](=[CH:12][C:13]([C:17]([NH:40][C@@H:38]([C:30]3[CH:29]=[N+:28]([O-:27])[C:33]([C:34]([F:35])([F:36])[F:37])=[CH:32][CH:31]=3)[CH3:39])=[O:19])=[CH:14][CH:15]=2)[N:10]([C:20]2[CH:21]=[CH:22][C:23]([CH3:26])=[CH:24][CH:25]=2)[CH:9]=1. The catalyst class is: 9. (9) Reactant: [CH2:1]([O:8][C:9]([NH:11][C@@H:12]([CH:16]1[CH2:21][CH2:20][C:19]([F:23])([F:22])[CH2:18][CH2:17]1)[C:13]([OH:15])=O)=[O:10])[C:2]1[CH:7]=[CH:6][CH:5]=[CH:4][CH:3]=1.ON1C2C=CC=CC=2N=N1.C(N(CC)C(C)C)(C)C.Cl.C(N=C=NCCCN(C)C)C.Cl.Cl.[O:57]1[C:66]2[C:61](=[CH:62][CH:63]=[CH:64][CH:65]=2)[C@H:60]([NH:67][C:68]([C@@H:70]2[CH2:75][N:74]3[CH2:76][C@H:77]([O:79][CH2:80][CH3:81])[CH2:78][C@@H:73]3[CH2:72][NH:71]2)=[O:69])[CH2:59][CH2:58]1. Product: [CH2:1]([O:8][C:9](=[O:10])[NH:11][C@@H:12]([CH:16]1[CH2:21][CH2:20][C:19]([F:23])([F:22])[CH2:18][CH2:17]1)[C:13]([N:71]1[C@H:70]([C:68](=[O:69])[NH:67][C@H:60]2[C:61]3[C:66](=[CH:65][CH:64]=[CH:63][CH:62]=3)[O:57][CH2:58][CH2:59]2)[CH2:75][N:74]2[CH2:76][C@H:77]([O:79][CH2:80][CH3:81])[CH2:78][C@@H:73]2[CH2:72]1)=[O:15])[C:2]1[CH:3]=[CH:4][CH:5]=[CH:6][CH:7]=1. The catalyst class is: 255. (10) Reactant: [N:1]1[C:6]([N:7]2[CH2:13][CH2:12][CH2:11][N:10](C(OC(C)(C)C)=O)[CH2:9][CH2:8]2)=[N:5][C:4]([N:21]2[CH2:27][CH2:26][CH2:25][N:24](C(OC(C)(C)C)=O)[CH2:23][CH2:22]2)=[N:3][C:2]=1[N:35]1[CH2:41][CH2:40][CH2:39][N:38](C(OC(C)(C)C)=O)[CH2:37][CH2:36]1.Cl. Product: [N:35]1([C:2]2[N:1]=[C:6]([N:7]3[CH2:13][CH2:12][CH2:11][NH:10][CH2:9][CH2:8]3)[N:5]=[C:4]([N:21]3[CH2:27][CH2:26][CH2:25][NH:24][CH2:23][CH2:22]3)[N:3]=2)[CH2:41][CH2:40][CH2:39][NH:38][CH2:37][CH2:36]1. The catalyst class is: 5.